Dataset: Forward reaction prediction with 1.9M reactions from USPTO patents (1976-2016). Task: Predict the product of the given reaction. Given the reactants S(S([O-])=O)([O-])=O.[Na+].[Na+].[CH3:9][C:10]1[CH:16]=[CH:15][CH:14]=[CH:13][C:11]=1[NH2:12].C(=O)([O-])O.[Na+].Br[C:23]([F:32])([C:28]([F:31])([F:30])[F:29])[C:24]([F:27])([F:26])[F:25].C(=O)([O-])[O-].[Na+].[Na+], predict the reaction product. The product is: [CH3:9][C:10]1[CH:16]=[C:15]([C:23]([F:32])([C:28]([F:31])([F:30])[F:29])[C:24]([F:27])([F:26])[F:25])[CH:14]=[CH:13][C:11]=1[NH2:12].